This data is from Reaction yield outcomes from USPTO patents with 853,638 reactions. The task is: Predict the reaction yield, written as a fraction of the theoretical maximum amount of product (1.0 means a 100% yield; for example, 0.34 means a 34% yield). (1) The reactants are [OH-].[K+].[Br:3][CH2:4][CH2:5][CH2:6][CH2:7][CH2:8][CH2:9][C:10]1([CH2:44][CH2:45][CH2:46][CH2:47][CH2:48][CH2:49][Br:50])[C:22]2[C:21]([C:23]3[C:28]4[N:29]=[N:30][S:31][C:27]=4[C:26]([C:32]#[C:33][Si](C)(C)C)=[CH:25][CH:24]=3)=[CH:20][CH:19]=[CH:18][C:17]=2[C:16]2[C:11]1=[CH:12][C:13]([C:38]#[C:39][Si](C)(C)C)=[CH:14][CH:15]=2. The catalyst is CO.C1COCC1. The product is [Br:3][CH2:4][CH2:5][CH2:6][CH2:7][CH2:8][CH2:9][C:10]1([CH2:44][CH2:45][CH2:46][CH2:47][CH2:48][CH2:49][Br:50])[C:22]2[C:21]([C:23]3[C:28]4[N:29]=[N:30][S:31][C:27]=4[C:26]([C:32]#[CH:33])=[CH:25][CH:24]=3)=[CH:20][CH:19]=[CH:18][C:17]=2[C:16]2[C:11]1=[CH:12][C:13]([C:38]#[CH:39])=[CH:14][CH:15]=2. The yield is 0.920. (2) The reactants are [CH:1]1([C:4]([NH:6][C:7]2[S:11][C:10]3[CH2:12][C:13](=[O:16])[CH2:14][CH2:15][C:9]=3[C:8]=2[C:17]([NH2:19])=[O:18])=[O:5])[CH2:3][CH2:2]1.O.[CH3:21][C:22]#N. The catalyst is C(Cl)(Cl)Cl.CCO. The product is [CH:1]1([C:4]([NH:6][C:7]2[S:11][C:10]3[CH:12]=[C:13]([O:16][CH2:21][CH3:22])[CH:14]=[CH:15][C:9]=3[C:8]=2[C:17]([NH2:19])=[O:18])=[O:5])[CH2:2][CH2:3]1. The yield is 0.0500. (3) The yield is 0.300. The product is [NH:16]1[C:15]2[CH:26]=[CH:27][C:12]([CH2:11][N:8]3[C:6]4[N:7]=[C:2]([NH2:1])[N:3]=[C:4]([C:28]5[O:29][CH:30]=[CH:31][CH:32]=5)[C:5]=4[N:10]=[N:9]3)=[CH:13][C:14]=2[N:18]=[N:17]1. The catalyst is CO. The reactants are [NH2:1][C:2]1[N:3]=[C:4]([C:28]2[O:29][CH:30]=[CH:31][CH:32]=2)[C:5]2[N:10]=[N:9][N:8]([CH2:11][C:12]3[CH:27]=[CH:26][C:15]4[N:16](C(OC(C)(C)C)=O)[N:17]=[N:18][C:14]=4[CH:13]=3)[C:6]=2[N:7]=1.CNC. (4) The reactants are [N:1]1[C:5]2[CH:6]=[CH:7][C:8]([C:10]([OH:12])=O)=[CH:9][C:4]=2[NH:3][CH:2]=1.[CH2:13]([NH2:20])[C:14]1[CH:19]=[CH:18][CH:17]=[CH:16][CH:15]=1. No catalyst specified. The product is [CH2:13]([NH:20][C:10]([C:8]1[CH:7]=[CH:6][C:5]2[NH:1][CH:2]=[N:3][C:4]=2[CH:9]=1)=[O:12])[C:14]1[CH:19]=[CH:18][CH:17]=[CH:16][CH:15]=1. The yield is 0.660. (5) The reactants are C([N:8]1[C:12]2[N:13]=[C:14]([NH:27][C:28]3[CH:35]=[CH:34][C:31]([C:32]#[N:33])=[CH:30][CH:29]=3)[N:15]=[C:16]([S:17][C:18]3[C:23]([CH3:24])=[CH:22][C:21]([CH3:25])=[CH:20][C:19]=3[CH3:26])[C:11]=2[CH:10]=[CH:9]1)C1C=CC=CC=1.[Cl-].[Al+3].[Cl-].[Cl-]. The catalyst is ClC1C=CC=CC=1Cl. The product is [CH3:26][C:19]1[CH:20]=[C:21]([CH3:25])[CH:22]=[C:23]([CH3:24])[C:18]=1[S:17][C:16]1[C:11]2[CH:10]=[CH:9][NH:8][C:12]=2[N:13]=[C:14]([NH:27][C:28]2[CH:29]=[CH:30][C:31]([C:32]#[N:33])=[CH:34][CH:35]=2)[N:15]=1. The yield is 0.340. (6) The reactants are [CH2:1]1[C@H:5]2[CH2:6][CH2:7][CH2:8][C@H:4]2[CH2:3][N:2]1[CH2:9][CH2:10][CH2:11][O:12][C:13]1[CH:21]=[CH:20][C:16]([C:17]([NH2:19])=[O:18])=[CH:15][CH:14]=1.CC(C)=O.[ClH:26]. The yield is 0.850. The catalyst is O. The product is [ClH:26].[CH2:1]1[C@H:5]2[CH2:6][CH2:7][CH2:8][C@H:4]2[CH2:3][N:2]1[CH2:9][CH2:10][CH2:11][O:12][C:13]1[CH:14]=[CH:15][C:16]([C:17]([NH2:19])=[O:18])=[CH:20][CH:21]=1. (7) The reactants are [C:1]1([N:7]2[C:19]3[CH:18]=[CH:17][C:16]([C:20]4[CH:21]=[CH:22][C:23]5[NH:24][C:25]6[C:30]([C:31]=5[CH:32]=4)=[CH:29][CH:28]=[CH:27][CH:26]=6)=[CH:15][C:14]=3[C:13]3[C:8]2=[CH:9][CH:10]=[CH:11][CH:12]=3)[CH:6]=[CH:5][CH:4]=[CH:3][CH:2]=1.[Br:33][C:34]1[CH:39]=[CH:38][C:37](I)=[CH:36][CH:35]=1.C(=O)([O-])[O-].[K+].[K+].[Na]. The catalyst is [Cu].C1(C)C=CC=CC=1.ClC1C=CC=CC=1Cl. The product is [Br:33][C:34]1[CH:39]=[CH:38][C:37]([N:24]2[C:23]3[CH:22]=[CH:21][C:20]([C:16]4[CH:17]=[CH:18][C:19]5[N:7]([C:1]6[CH:6]=[CH:5][CH:4]=[CH:3][CH:2]=6)[C:8]6[C:13]([C:14]=5[CH:15]=4)=[CH:12][CH:11]=[CH:10][CH:9]=6)=[CH:32][C:31]=3[C:30]3[C:25]2=[CH:26][CH:27]=[CH:28][CH:29]=3)=[CH:36][CH:35]=1. The yield is 0.970. (8) The catalyst is CCOCC. The yield is 0.880. The reactants are [CH2:1]([Si:4](OC)([O:7][CH3:8])[O:5][CH3:6])[CH2:2][CH3:3].[C:11]1([Mg]Br)[CH:16]=[CH:15][CH:14]=[CH:13][CH:12]=1.[SiH4].Cl. The product is [C:11]1([Si:4]([CH2:1][CH2:2][CH3:3])([O:7][CH3:8])[O:5][CH3:6])[CH:16]=[CH:15][CH:14]=[CH:13][CH:12]=1. (9) The reactants are Cl[C:2]1[C:3]2[C@H:10]([CH3:11])[CH2:9][CH2:8][C:4]=2[N:5]=[CH:6][N:7]=1.[C:12]([N:19]1[CH2:24][CH2:23][NH:22][CH2:21][CH2:20]1)([O:14][C:15]([CH3:18])([CH3:17])[CH3:16])=[O:13]. The catalyst is CN1C(=O)CCC1.C(OCC)(=O)C. The product is [CH3:11][C@H:10]1[C:3]2[C:2]([N:22]3[CH2:21][CH2:20][N:19]([C:12]([O:14][C:15]([CH3:18])([CH3:17])[CH3:16])=[O:13])[CH2:24][CH2:23]3)=[N:7][CH:6]=[N:5][C:4]=2[CH2:8][CH2:9]1. The yield is 0.860. (10) The yield is 0.830. The catalyst is CN(C=O)C.O. The reactants are [H-].[Na+].[CH:3]1[C:15]2[NH:14][C:13]3[C:8](=[CH:9][CH:10]=[CH:11][CH:12]=3)[C:7]=2[CH:6]=[CH:5][CH:4]=1.[H][H].Cl.[CH3:19][N:20]([CH3:25])[CH2:21][CH2:22][CH2:23]Cl. The product is [CH3:19][N:20]([CH3:25])[CH2:21][CH2:22][CH2:23][N:14]1[C:13]2[CH:12]=[CH:11][CH:10]=[CH:9][C:8]=2[C:7]2[C:15]1=[CH:3][CH:4]=[CH:5][CH:6]=2.